From a dataset of Forward reaction prediction with 1.9M reactions from USPTO patents (1976-2016). Predict the product of the given reaction. Given the reactants C([N:8]1[CH2:13][CH2:12][C:11]([N:20]([C:24]2[CH:29]=[CH:28][CH:27]=[CH:26][CH:25]=2)[C:21](=[O:23])[CH3:22])([C:14]2[S:15][CH:16]=[C:17]([CH3:19])[N:18]=2)[CH2:10][CH2:9]1)C1C=CC=CC=1.C([O-])=O.[NH4+], predict the reaction product. The product is: [CH3:19][C:17]1[N:18]=[C:14]([C:11]2([N:20]([C:24]3[CH:25]=[CH:26][CH:27]=[CH:28][CH:29]=3)[C:21](=[O:23])[CH3:22])[CH2:12][CH2:13][NH:8][CH2:9][CH2:10]2)[S:15][CH:16]=1.